Task: Predict the product of the given reaction.. Dataset: Forward reaction prediction with 1.9M reactions from USPTO patents (1976-2016) (1) Given the reactants Cl.[CH3:2][O:3][C:4]1[CH:9]=[CH:8][C:7]([NH:10][NH2:11])=[CH:6][CH:5]=1.CO[CH:14](OC)[CH2:15][CH:16](OC)OC, predict the reaction product. The product is: [CH3:2][O:3][C:4]1[CH:9]=[CH:8][C:7]([N:10]2[CH:16]=[CH:15][CH:14]=[N:11]2)=[CH:6][CH:5]=1. (2) Given the reactants Cl[C:2]1[N:7]=[C:6]([C:8]2[N:12]3[CH:13]=[CH:14][CH:15]=[CH:16][C:11]3=[N:10][CH:9]=2)[C:5]([Cl:17])=[CH:4][N:3]=1.[C:18]([N:21]1[CH2:26][CH2:25][N:24]([C:27]2[CH:28]=[CH:29][C:30]([NH2:35])=[C:31]([CH:34]=2)[C:32]#[N:33])[CH2:23][CH2:22]1)(=[O:20])[CH3:19].C(=O)([O-])[O-].[Cs+].[Cs+].CC1(C)C2C=CC=C(P(C3C=CC=CC=3)C3C=CC=CC=3)C=2OC2C1=CC=CC=2P(C1C=CC=CC=1)C1C=CC=CC=1, predict the reaction product. The product is: [C:18]([N:21]1[CH2:22][CH2:23][N:24]([C:27]2[CH:28]=[CH:29][C:30]([NH:35][C:2]3[N:7]=[C:6]([C:8]4[N:12]5[CH:13]=[CH:14][CH:15]=[CH:16][C:11]5=[N:10][CH:9]=4)[C:5]([Cl:17])=[CH:4][N:3]=3)=[C:31]([CH:34]=2)[C:32]#[N:33])[CH2:25][CH2:26]1)(=[O:20])[CH3:19]. (3) Given the reactants [CH3:1][O:2][C:3]1[CH:4]=[C:5]([CH:32]=[CH:33][C:34]=1[O:35][CH3:36])[CH2:6][CH:7]1[C:13]2[CH:14]=[C:15]([O:20][CH3:21])[C:16]([O:18][CH3:19])=[CH:17][C:12]=2[CH2:11][CH2:10][CH2:9][N:8]1[CH:22]([C:26]1[CH:31]=[CH:30][CH:29]=[CH:28][CH:27]=1)[C:23]([OH:25])=O.[NH2:37][CH2:38][CH2:39][C:40]([N:42]([CH2:44][CH3:45])[CH3:43])=[O:41], predict the reaction product. The product is: [CH3:1][O:2][C:3]1[CH:4]=[C:5]([CH:32]=[CH:33][C:34]=1[O:35][CH3:36])[CH2:6][CH:7]1[C:13]2[CH:14]=[C:15]([O:20][CH3:21])[C:16]([O:18][CH3:19])=[CH:17][C:12]=2[CH2:11][CH2:10][CH2:9][N:8]1[CH:22]([C:26]1[CH:27]=[CH:28][CH:29]=[CH:30][CH:31]=1)[C:23]([NH:37][CH2:38][CH2:39][C:40]([N:42]([CH2:44][CH3:45])[CH3:43])=[O:41])=[O:25]. (4) Given the reactants [OH:1][C:2]1[C:11]2[C:6](=[CH:7][CH:8]=[CH:9][CH:10]=2)[N:5]([CH2:12][CH2:13][CH:14]([CH3:16])[CH3:15])[C:4](=[O:17])[C:3]=1[C:18]1[NH:23][C:22]2[CH:24]=[CH:25][C:26](I)=[CH:27][C:21]=2[S:20](=[O:30])(=[O:29])[N:19]=1.[C:31]([NH2:35])(=[O:34])[CH:32]=[CH2:33].C([O-])(=O)C.[Na+].CN(C)C=O, predict the reaction product. The product is: [OH:1][C:2]1[C:11]2[C:6](=[CH:7][CH:8]=[CH:9][CH:10]=2)[N:5]([CH2:12][CH2:13][CH:14]([CH3:16])[CH3:15])[C:4](=[O:17])[C:3]=1[C:18]1[NH:23][C:22]2[CH:24]=[CH:25][C:26](/[CH:33]=[CH:32]/[C:31]([NH2:35])=[O:34])=[CH:27][C:21]=2[S:20](=[O:30])(=[O:29])[N:19]=1. (5) The product is: [OH:34][C:28]1([CH3:27])[CH2:33][CH2:32][N:31]([C@H:2]([C:14]2[CH:19]=[CH:18][CH:17]=[CH:16][CH:15]=2)[C:3]([O:5][C@H:6]([C:8]2[CH:13]=[CH:12][CH:11]=[CH:10][CH:9]=2)[CH3:7])=[O:4])[CH2:30][CH2:29]1. Given the reactants Br[CH:2]([C:14]1[CH:19]=[CH:18][CH:17]=[CH:16][CH:15]=1)[C:3]([O:5][C@H:6]([C:8]1[CH:13]=[CH:12][CH:11]=[CH:10][CH:9]=1)[CH3:7])=[O:4].C(N(CC)CC)C.[CH3:27][C:28]1([OH:34])[CH2:33][CH2:32][NH:31][CH2:30][CH2:29]1, predict the reaction product.